Dataset: Catalyst prediction with 721,799 reactions and 888 catalyst types from USPTO. Task: Predict which catalyst facilitates the given reaction. Reactant: Cl.[NH:2]1[CH2:12][CH2:11][CH2:10][CH2:9][CH:3]1[C:4]([O:6]CC)=[O:5].BrC[CH2:15][CH2:16][C:17]([O:19][CH2:20][CH3:21])=[O:18].C([O-])([O-])=O.[K+].[K+]. Product: [CH2:20]([O:19][C:17](=[O:18])[CH2:16][CH2:15][CH2:4][CH:3]1[CH2:9][CH2:10][CH2:11][CH2:12][NH:2]1)[CH3:21].[CH2:3]([C:4]([O-:6])=[O:5])[CH3:9]. The catalyst class is: 10.